This data is from Peptide-MHC class II binding affinity with 134,281 pairs from IEDB. The task is: Regression. Given a peptide amino acid sequence and an MHC pseudo amino acid sequence, predict their binding affinity value. This is MHC class II binding data. (1) The peptide sequence is MFNMLSTVLGVSILN. The MHC is DRB1_0802 with pseudo-sequence DRB1_0802. The binding affinity (normalized) is 0.422. (2) The peptide sequence is MSFVTTQPEALAAAA. The MHC is HLA-DPA10301-DPB10402 with pseudo-sequence HLA-DPA10301-DPB10402. The binding affinity (normalized) is 0.540. (3) The peptide sequence is TATYGGKWLDAKSTW. The MHC is DRB1_0405 with pseudo-sequence DRB1_0405. The binding affinity (normalized) is 0.152. (4) The binding affinity (normalized) is 0.190. The peptide sequence is NHLKTVLEEKLEKED. The MHC is DRB1_0701 with pseudo-sequence DRB1_0701. (5) The peptide sequence is AAAMAGTTVYGAFAA. The MHC is HLA-DQA10401-DQB10402 with pseudo-sequence HLA-DQA10401-DQB10402. The binding affinity (normalized) is 0.462. (6) The binding affinity (normalized) is 0.765. The MHC is DRB5_0101 with pseudo-sequence DRB5_0101. The peptide sequence is CGIYLFNWAVKTKLKLTPLP.